Dataset: In vitro SARS-CoV-2 activity screen of 1,480 approved drugs from Prestwick library. Task: Binary Classification. Given a drug SMILES string, predict its activity (active/inactive) in a high-throughput screening assay against a specified biological target. (1) The molecule is Cl.Cn1cc(C(=O)[C@@H]2CCc3nc[nH]c3C2)c2ccccc21. The result is 0 (inactive). (2) The drug is CC(CN(C)C)CN1c2ccccc2Sc2ccccc21.CC(CN(C)C)CN1c2ccccc2Sc2ccccc21.O=C(O)[C@H](O)[C@@H](O)C(=O)O. The result is 0 (inactive). (3) The drug is CC(C(=O)O)c1ccc2c(c1)[nH]c1ccc(Cl)cc12. The result is 0 (inactive). (4) The compound is CCCCOc1cc(C(=O)OCCN(CC)CC)ccc1N.Cl. The result is 1 (active). (5) The result is 1 (active). The molecule is C=CCOc1ccccc1OCC(O)CNC(C)C.Cl. (6) The compound is Cc1ncc([N+](=O)[O-])n1CC(O)CCl. The result is 0 (inactive). (7) The compound is O=C([O-])CCNC(=O)c1ccc(N=Nc2ccc([O-])c(C(=O)O)c2)cc1.[Na+].[Na+]. The result is 0 (inactive).